This data is from Full USPTO retrosynthesis dataset with 1.9M reactions from patents (1976-2016). The task is: Predict the reactants needed to synthesize the given product. Given the product [CH2:1]([O:3][C:4]([C:6]1[CH:7]=[C:8]([C:17](=[O:18])[C:16]([Cl:21])([Cl:20])[Cl:15])[N:9]2[C:14]=1[CH2:13][CH2:12][CH2:11][CH2:10]2)=[O:5])[CH3:2], predict the reactants needed to synthesize it. The reactants are: [CH2:1]([O:3][C:4]([C:6]1[CH:7]=[CH:8][N:9]2[C:14]=1[CH2:13][CH2:12][CH2:11][CH2:10]2)=[O:5])[CH3:2].[Cl:15][C:16]([Cl:21])([Cl:20])[C:17](Cl)=[O:18].